Dataset: Catalyst prediction with 721,799 reactions and 888 catalyst types from USPTO. Task: Predict which catalyst facilitates the given reaction. (1) Reactant: [C@H:1]12[CH2:7][C@H:4]([NH:5][CH2:6]1)[CH2:3][N:2]2[C:8]([C@@H:10]([NH:15][C:16]([C:18]1[NH:19][C:20]2[C:25]([CH:26]=1)=[CH:24][CH:23]=[CH:22][CH:21]=2)=[O:17])[C:11]([CH3:14])([CH3:13])[CH3:12])=[O:9].[Br:27][C:28]1[CH:29]=[CH:30][C:31]([C:34](O)=[O:35])=[N:32][CH:33]=1.C(Cl)CCl.C1C=CC2N(O)N=NC=2C=1.CN1CCOCC1. Product: [Br:27][C:28]1[CH:29]=[CH:30][C:31]([C:34]([N:5]2[CH2:6][C@@H:1]3[CH2:7][C@H:4]2[CH2:3][N:2]3[C:8]([C@@H:10]([NH:15][C:16]([C:18]2[NH:19][C:20]3[C:25]([CH:26]=2)=[CH:24][CH:23]=[CH:22][CH:21]=3)=[O:17])[C:11]([CH3:14])([CH3:13])[CH3:12])=[O:9])=[O:35])=[N:32][CH:33]=1. The catalyst class is: 34. (2) Reactant: [F:1][C:2]1[CH:7]=[C:6]([F:8])[CH:5]=[CH:4][C:3]=1[S:9]([NH:12][C:13]1[C:14]([O:29][CH3:30])=[N:15][CH:16]=[C:17]([C:19]2[CH:24]=[CH:23][N:22]3[N:25]=[CH:26][C:27](I)=[C:21]3[N:20]=2)[CH:18]=1)(=[O:11])=[O:10].[CH:31](N(C(C)C)CC)([CH3:33])[CH3:32].C#CC. Product: [F:1][C:2]1[CH:7]=[C:6]([F:8])[CH:5]=[CH:4][C:3]=1[S:9]([NH:12][C:13]1[C:14]([O:29][CH3:30])=[N:15][CH:16]=[C:17]([C:19]2[CH:24]=[CH:23][N:22]3[N:25]=[CH:26][C:27]([C:32]#[C:31][CH3:33])=[C:21]3[N:20]=2)[CH:18]=1)(=[O:11])=[O:10]. The catalyst class is: 538. (3) Reactant: [CH3:1][C:2]1[CH:7]=[CH:6][C:5]([C:8]2[CH:13]=[C:12]([C:14]([N:16]3[CH2:20][CH2:19][CH2:18][CH2:17]3)=[O:15])[CH:11]=[C:10]([C:21](O)=[O:22])[CH:9]=2)=[CH:4][CH:3]=1.Cl.[Cl:25][C:26]1[N:30]([CH3:31])[N:29]=[CH:28][C:27]=1[C@H:32]([NH2:34])[CH3:33].F[P-](F)(F)(F)(F)F.C[N+](C)=C(N(C)C)ON1C2N=CC=CC=2N=N1.C(N(CC)C(C)C)(C)C. Product: [Cl:25][C:26]1[N:30]([CH3:31])[N:29]=[CH:28][C:27]=1[C@H:32]([NH:34][C:21]([C:10]1[CH:9]=[C:8]([C:5]2[CH:4]=[CH:3][C:2]([CH3:1])=[CH:7][CH:6]=2)[CH:13]=[C:12]([C:14]([N:16]2[CH2:20][CH2:19][CH2:18][CH2:17]2)=[O:15])[CH:11]=1)=[O:22])[CH3:33]. The catalyst class is: 9. (4) Reactant: C(=O)([O-])[O-].[K+].[K+].C([O:10][C@H:11]1[CH2:28][CH2:27][C@@:26]2([CH3:29])[C@@H:13]([C:14](=[O:34])[CH2:15][C@@H:16]3[C@@H:25]2[CH2:24][CH2:23][C@@:21]2([CH3:22])[C@H:17]3[CH2:18][CH2:19][C@@H:20]2[O:30][C:31](=[O:33])[CH3:32])[CH2:12]1)(=O)C.C(O)(=O)C. Product: [C:31]([O:30][C@H:20]1[CH2:19][CH2:18][C@H:17]2[C@H:16]3[C@H:25]([CH2:24][CH2:23][C@:21]12[CH3:22])[C@:26]1([CH3:29])[C@H:13]([CH2:12][C@@H:11]([OH:10])[CH2:28][CH2:27]1)[C:14](=[O:34])[CH2:15]3)(=[O:33])[CH3:32]. The catalyst class is: 72.